The task is: Predict the product of the given reaction.. This data is from Forward reaction prediction with 1.9M reactions from USPTO patents (1976-2016). (1) Given the reactants [NH2:1][C:2]1[CH:3]=[CH:4][C:5]([CH3:22])=[C:6]([NH:8][C:9]2[N:10]=[CH:11][C:12]3[N:17]=[C:16]([NH:18][C:19](=[O:21])[CH3:20])[S:15][C:13]=3[N:14]=2)[CH:7]=1.[C:23]([C:25]([CH3:37])([CH3:36])[CH2:26][C:27]1[CH:28]=[C:29]([CH:33]=[CH:34][CH:35]=1)[C:30](O)=[O:31])#[N:24].F[P-](F)(F)(F)(F)F.N1(OC(N(C)C)=[N+](C)C)C2N=CC=CC=2N=N1.C(=O)([O-])O.[Na+], predict the reaction product. The product is: [C:19]([NH:18][C:16]1[S:15][C:13]2[N:14]=[C:9]([NH:8][C:6]3[CH:7]=[C:2]([NH:1][C:30](=[O:31])[C:29]4[CH:33]=[CH:34][CH:35]=[C:27]([CH2:26][C:25]([C:23]#[N:24])([CH3:37])[CH3:36])[CH:28]=4)[CH:3]=[CH:4][C:5]=3[CH3:22])[N:10]=[CH:11][C:12]=2[N:17]=1)(=[O:21])[CH3:20]. (2) The product is: [Cl:9][C:6]1[CH:5]=[N:4][CH:3]=[C:2]([Cl:1])[C:7]=1[N:10]1[CH2:15][CH2:14][CH:13]([CH2:16][OH:17])[CH2:12][CH2:11]1. Given the reactants [Cl:1][C:2]1[CH:3]=[N:4][CH:5]=[C:6]([Cl:9])[C:7]=1Cl.[NH:10]1[CH2:15][CH2:14][CH:13]([CH2:16][OH:17])[CH2:12][CH2:11]1.C(N(CC)CC)C, predict the reaction product. (3) The product is: [O:29]1[C:28]2[CH:32]=[CH:33][C:25]([C:17]3[C:18]([O:23][CH3:24])=[N:19][N:20]([CH3:21])[C:16]=3[NH:15][S:11]([C:8]3[CH:9]=[CH:10][C:5]([C:1]([CH3:4])([CH3:3])[CH3:2])=[CH:6][CH:7]=3)(=[O:13])=[O:12])=[CH:26][C:27]=2[O:31][CH2:30]1. Given the reactants [C:1]([C:5]1[CH:10]=[CH:9][C:8]([S:11](Cl)(=[O:13])=[O:12])=[CH:7][CH:6]=1)([CH3:4])([CH3:3])[CH3:2].[NH2:15][C:16]1[N:20]([CH3:21])[NH:19][C:18]([O:23][CH3:24])(O)[C:17]=1[C:25]1[CH:33]=[CH:32][C:28]2[O:29][CH2:30][O:31][C:27]=2[CH:26]=1.CN(C1C=CC=CN=1)C, predict the reaction product. (4) Given the reactants [C:1]([N:5]1[C:9](=[O:10])[CH:8]=[C:7]([C:11]2[CH:16]=[CH:15][C:14]([CH3:17])=[CH:13][C:12]=2[F:18])[S:6]1(=[O:20])=[O:19])([CH3:4])([CH3:3])[CH3:2].[H][H], predict the reaction product. The product is: [C:1]([N:5]1[C:9](=[O:10])[CH2:8][CH:7]([C:11]2[CH:16]=[CH:15][C:14]([CH3:17])=[CH:13][C:12]=2[F:18])[S:6]1(=[O:19])=[O:20])([CH3:4])([CH3:2])[CH3:3]. (5) Given the reactants Br[C:2]1[CH:3]=[N:4][N:5]([C:7]([C:20]2[CH:25]=[CH:24][CH:23]=[CH:22][CH:21]=2)([C:14]2[CH:19]=[CH:18][CH:17]=[CH:16][CH:15]=2)[C:8]2[CH:13]=[CH:12][CH:11]=[CH:10][CH:9]=2)[CH:6]=1.[B:26]1([B:26]2[O:30][C:29]([CH3:32])([CH3:31])[C:28]([CH3:34])([CH3:33])[O:27]2)[O:30][C:29]([CH3:32])([CH3:31])[C:28]([CH3:34])([CH3:33])[O:27]1.C([O-])(=O)C.[K+], predict the reaction product. The product is: [CH3:33][C:28]1([CH3:34])[C:29]([CH3:32])([CH3:31])[O:30][B:26]([C:2]2[CH:3]=[N:4][N:5]([C:7]([C:20]3[CH:25]=[CH:24][CH:23]=[CH:22][CH:21]=3)([C:14]3[CH:19]=[CH:18][CH:17]=[CH:16][CH:15]=3)[C:8]3[CH:13]=[CH:12][CH:11]=[CH:10][CH:9]=3)[CH:6]=2)[O:27]1. (6) Given the reactants [F:1][C:2]1[CH:7]=[CH:6][C:5]([CH:8]2[C:17]3[C:12](=[CH:13][C:14]([C:18]4[N:23]=[N:22][C:21]([N:24](C)[C:25](=O)OC(C)(C)C)=[CH:20][CH:19]=4)=[CH:15][CH:16]=3)[CH2:11][N:10](C)[CH2:9]2)=[CH:4][CH:3]=1.CN(C1C2C(N(C)C)=CC=CC=2C=CC=1)C.ClC(OC(Cl)C)=O, predict the reaction product. The product is: [F:1][C:2]1[CH:3]=[CH:4][C:5]([CH:8]2[C:17]3[C:12](=[CH:13][C:14]([C:18]4[N:23]=[N:22][C:21]([NH:24][CH3:25])=[CH:20][CH:19]=4)=[CH:15][CH:16]=3)[CH2:11][NH:10][CH2:9]2)=[CH:6][CH:7]=1. (7) Given the reactants [F:1][C:2]([F:25])([F:24])[C:3]1[CH:8]=[CH:7][C:6]([S:9]([N:12]2[CH2:17][CH2:16][O:15][C:14]3[N:18]=[CH:19][C:20]([C:22]#[N:23])=[CH:21][C:13]2=3)(=[O:11])=[O:10])=[CH:5][CH:4]=1.[NH2:26][CH2:27][C:28](N)([CH3:30])[CH3:29].[S], predict the reaction product. The product is: [CH3:29][C:28]1([CH3:30])[CH2:27][NH:26][C:22]([C:20]2[CH:19]=[N:18][C:14]3[O:15][CH2:16][CH2:17][N:12]([S:9]([C:6]4[CH:7]=[CH:8][C:3]([C:2]([F:24])([F:1])[F:25])=[CH:4][CH:5]=4)(=[O:10])=[O:11])[C:13]=3[CH:21]=2)=[N:23]1.